This data is from Catalyst prediction with 721,799 reactions and 888 catalyst types from USPTO. The task is: Predict which catalyst facilitates the given reaction. (1) Reactant: [F:1][C:2]1[CH:3]=[CH:4][C:5]2[N:6]([C:8]([C:11]#[N:12])=[CH:9][N:10]=2)[CH:7]=1.C[O-].[Na+].[Cl-].[NH4+:17]. Product: [F:1][C:2]1[CH:3]=[CH:4][C:5]2[N:6]([C:8]([C:11](=[NH:17])[NH2:12])=[CH:9][N:10]=2)[CH:7]=1. The catalyst class is: 5. (2) Reactant: [CH3:1][N:2]1[CH:6]=[CH:5][N:4]=[CH:3]1.[Br-:7].[Br:8][CH2:9][CH2:10][CH2:11][P+:12]([C:25]1[CH:30]=[CH:29][CH:28]=[CH:27][CH:26]=1)([C:19]1[CH:24]=[CH:23][CH:22]=[CH:21][CH:20]=1)[C:13]1[CH:18]=[CH:17][CH:16]=[CH:15][CH:14]=1. Product: [Br-:8].[CH3:1][N:2]1[CH:6]=[CH:5][N+:4]([CH2:9][CH2:10][CH2:11][P+:12]([C:25]2[CH:30]=[CH:29][CH:28]=[CH:27][CH:26]=2)([C:13]2[CH:14]=[CH:15][CH:16]=[CH:17][CH:18]=2)[C:19]2[CH:24]=[CH:23][CH:22]=[CH:21][CH:20]=2)=[CH:3]1.[Br-:7]. The catalyst class is: 8. (3) Reactant: [CH2:1]([CH:3]([CH2:6][CH2:7][CH2:8][CH3:9])[CH2:4][OH:5])[CH3:2].S(=O)(=O)(O)O.[NH2:15][C:16]1[CH:21]=[C:20]([Cl:22])[N:19]=[C:18]([C:23](O)=[O:24])[C:17]=1[Cl:26]. Product: [NH2:15][C:16]1[CH:21]=[C:20]([Cl:22])[N:19]=[C:18]([C:23]([O:5][CH2:4][CH:3]([CH2:1][CH3:2])[CH2:6][CH2:7][CH2:8][CH3:9])=[O:24])[C:17]=1[Cl:26]. The catalyst class is: 6. (4) Reactant: [Cl:1][C:2]1[N:7]=[C:6]([NH:8][NH:9][C:10](=[O:30])[C@H:11]([CH2:24][CH:25]2[CH2:29][CH2:28][CH2:27][CH2:26]2)[CH2:12][N:13]([O:16]CC2C=CC=CC=2)[CH:14]=[O:15])[C:5]([F:31])=[C:4]([N:32]2[CH2:36][CH2:35][CH:34]([N:37]([CH3:39])[CH3:38])[C:33]2([CH3:41])[CH3:40])[N:3]=1. Product: [Cl:1][C:2]1[N:7]=[C:6]([NH:8][NH:9][C:10](=[O:30])[C@H:11]([CH2:24][CH:25]2[CH2:29][CH2:28][CH2:27][CH2:26]2)[CH2:12][N:13]([OH:16])[CH:14]=[O:15])[C:5]([F:31])=[C:4]([N:32]2[CH2:36][CH2:35][CH:34]([N:37]([CH3:39])[CH3:38])[C:33]2([CH3:41])[CH3:40])[N:3]=1. The catalyst class is: 847. (5) Reactant: [O:1]1[CH:5]=[CH:4][CH:3]=[C:2]1[C:6]([OH:8])=O.C1(N=C=NC2CCCCC2)CCCCC1.O[NH:25][C:26](=[NH:33])[C:27]1[CH:32]=[CH:31][CH:30]=[N:29][CH:28]=1.O. Product: [O:1]1[CH:5]=[CH:4][CH:3]=[C:2]1[C:6]1[O:8][N:33]=[C:26]([C:27]2[CH:28]=[N:29][CH:30]=[CH:31][CH:32]=2)[N:25]=1. The catalyst class is: 4. (6) Product: [Cl:1][C:2]1[CH:3]=[C:4]2[C:8](=[CH:9][CH:10]=1)[NH:7][C:6]([S:20]([N:23]1[CH2:28][CH2:27][NH:26][CH:25]([CH2:29][CH:30]([CH3:32])[CH3:31])[CH2:24]1)(=[O:22])=[O:21])=[CH:5]2. Reactant: [Cl:1][C:2]1[CH:3]=[C:4]2[C:8](=[CH:9][CH:10]=1)[N:7](S(C1C=CC=CC=1)(=O)=O)[C:6]([S:20]([N:23]1[CH2:28][CH2:27][NH:26][CH:25]([CH2:29][CH:30]([CH3:32])[CH3:31])[CH2:24]1)(=[O:22])=[O:21])=[CH:5]2. The catalyst class is: 12.